This data is from Forward reaction prediction with 1.9M reactions from USPTO patents (1976-2016). The task is: Predict the product of the given reaction. (1) Given the reactants [NH2:1][C:2]1[CH:7]=[CH:6][C:5]([N:8]2[CH2:13][CH2:12][N:11]([C:14]([O:16][C:17]([CH3:20])([CH3:19])[CH3:18])=[O:15])[CH2:10][CH2:9]2)=[CH:4][CH:3]=1.[F:21][C:22]([F:39])([F:38])[C:23]1[CH:28]=[CH:27][C:26]([C:29]2[CH2:34][CH2:33][CH2:32][CH2:31][C:30]=2[C:35](O)=[O:36])=[CH:25][CH:24]=1.O.ON1C2C=CC=CC=2N=N1.Cl.CN(C)CCCN=C=NCC, predict the reaction product. The product is: [F:21][C:22]([F:38])([F:39])[C:23]1[CH:24]=[CH:25][C:26]([C:29]2[CH2:34][CH2:33][CH2:32][CH2:31][C:30]=2[C:35]([NH:1][C:2]2[CH:7]=[CH:6][C:5]([N:8]3[CH2:13][CH2:12][N:11]([C:14]([O:16][C:17]([CH3:20])([CH3:19])[CH3:18])=[O:15])[CH2:10][CH2:9]3)=[CH:4][CH:3]=2)=[O:36])=[CH:27][CH:28]=1. (2) Given the reactants Cl[CH2:2][CH:3]([N:5]1[CH2:10][CH2:9][CH:8]([NH:11][C:12](=[O:22])[CH2:13][C:14]2[CH:19]=[CH:18][C:17]([C:20]#[N:21])=[CH:16][CH:15]=2)[CH2:7][CH2:6]1)[CH3:4].[C:23]1([NH:29][C:30]2[CH:35]=[CH:34][CH:33]=[CH:32][CH:31]=2)[CH:28]=[CH:27][CH:26]=[CH:25][CH:24]=1.[I-].[Na+].CCN(C(C)C)C(C)C, predict the reaction product. The product is: [C:20]([C:17]1[CH:18]=[CH:19][C:14]([CH2:13][C:12]([NH:11][CH:8]2[CH2:9][CH2:10][N:5]([CH:3]([CH3:4])[CH2:2][N:29]([C:30]3[CH:31]=[CH:32][CH:33]=[CH:34][CH:35]=3)[C:23]3[CH:28]=[CH:27][CH:26]=[CH:25][CH:24]=3)[CH2:6][CH2:7]2)=[O:22])=[CH:15][CH:16]=1)#[N:21]. (3) Given the reactants [C:1]([CH:3]1[CH2:8][CH2:7][N:6]([C:9]([O:11][C:12]([CH3:15])([CH3:14])[CH3:13])=[O:10])[CH2:5][CH2:4]1)#[N:2].Cl[CH2:17][C:18]1[CH:23]=[CH:22][CH:21]=[CH:20][N:19]=1.C[Si]([N-][Si](C)(C)C)(C)C.[K+], predict the reaction product. The product is: [C:1]([C:3]1([CH2:17][C:18]2[CH:23]=[CH:22][CH:21]=[CH:20][N:19]=2)[CH2:8][CH2:7][N:6]([C:9]([O:11][C:12]([CH3:15])([CH3:14])[CH3:13])=[O:10])[CH2:5][CH2:4]1)#[N:2].